The task is: Regression. Given two drug SMILES strings and cell line genomic features, predict the synergy score measuring deviation from expected non-interaction effect.. This data is from NCI-60 drug combinations with 297,098 pairs across 59 cell lines. (1) Drug 1: C1C(C(OC1N2C=C(C(=O)NC2=O)F)CO)O. Drug 2: C(CN)CNCCSP(=O)(O)O. Cell line: NCIH23. Synergy scores: CSS=8.06, Synergy_ZIP=-0.215, Synergy_Bliss=6.50, Synergy_Loewe=-2.96, Synergy_HSA=3.07. (2) Drug 1: CC12CCC3C(C1CCC2O)C(CC4=C3C=CC(=C4)O)CCCCCCCCCS(=O)CCCC(C(F)(F)F)(F)F. Drug 2: CCC1=C2CN3C(=CC4=C(C3=O)COC(=O)C4(CC)O)C2=NC5=C1C=C(C=C5)O. Cell line: SF-295. Synergy scores: CSS=25.9, Synergy_ZIP=-1.00, Synergy_Bliss=0.417, Synergy_Loewe=-38.4, Synergy_HSA=-3.89. (3) Drug 1: C1=NC(=NC(=O)N1C2C(C(C(O2)CO)O)O)N. Drug 2: C1CCC(C(C1)N)N.C(=O)(C(=O)[O-])[O-].[Pt+4]. Cell line: SR. Synergy scores: CSS=60.9, Synergy_ZIP=-1.16, Synergy_Bliss=-0.813, Synergy_Loewe=1.96, Synergy_HSA=3.71. (4) Drug 1: CC12CCC(CC1=CCC3C2CCC4(C3CC=C4C5=CN=CC=C5)C)O. Drug 2: CN(CC1=CN=C2C(=N1)C(=NC(=N2)N)N)C3=CC=C(C=C3)C(=O)NC(CCC(=O)O)C(=O)O. Cell line: SW-620. Synergy scores: CSS=28.7, Synergy_ZIP=3.19, Synergy_Bliss=5.94, Synergy_Loewe=-17.1, Synergy_HSA=4.90. (5) Drug 1: CCCS(=O)(=O)NC1=C(C(=C(C=C1)F)C(=O)C2=CNC3=C2C=C(C=N3)C4=CC=C(C=C4)Cl)F. Drug 2: CCCCCOC(=O)NC1=NC(=O)N(C=C1F)C2C(C(C(O2)C)O)O. Cell line: NCI-H460. Synergy scores: CSS=-4.09, Synergy_ZIP=1.41, Synergy_Bliss=-0.583, Synergy_Loewe=-1.98, Synergy_HSA=-2.27. (6) Drug 1: CNC(=O)C1=NC=CC(=C1)OC2=CC=C(C=C2)NC(=O)NC3=CC(=C(C=C3)Cl)C(F)(F)F. Drug 2: CC1CCCC2(C(O2)CC(NC(=O)CC(C(C(=O)C(C1O)C)(C)C)O)C(=CC3=CSC(=N3)C)C)C. Cell line: NCI/ADR-RES. Synergy scores: CSS=18.2, Synergy_ZIP=-2.32, Synergy_Bliss=9.56, Synergy_Loewe=0.0237, Synergy_HSA=8.46. (7) Drug 1: C1CC(=O)NC(=O)C1N2CC3=C(C2=O)C=CC=C3N. Drug 2: C1C(C(OC1N2C=C(C(=O)NC2=O)F)CO)O. Cell line: NCI/ADR-RES. Synergy scores: CSS=22.4, Synergy_ZIP=-8.54, Synergy_Bliss=-5.49, Synergy_Loewe=-10.9, Synergy_HSA=-2.30.